From a dataset of Full USPTO retrosynthesis dataset with 1.9M reactions from patents (1976-2016). Predict the reactants needed to synthesize the given product. (1) The reactants are: [F:1][C:2]1[CH:7]=[CH:6][C:5]([N:8]2[C:13](=[O:14])[C:12](OC)=[C:11]([C:17]3[CH:22]=[CH:21][C:20]([Se:23][CH3:24])=[CH:19][CH:18]=3)[CH:10]=[N:9]2)=[CH:4][CH:3]=1.C[Se]C1C=CC(B(O)O)=CC=1.[F:36][C:37]1[CH:42]=[CH:41][C:40](N2C(=O)C(OC)=C(C3C=CC(SC)=CC=3)C=N2)=[CH:39][CH:38]=1.FC1C=CC([Mg]Br)=CC=1. Given the product [F:1][C:2]1[CH:7]=[CH:6][C:5]([N:8]2[C:13](=[O:14])[C:12]([C:40]3[CH:41]=[CH:42][C:37]([F:36])=[CH:38][CH:39]=3)=[C:11]([C:17]3[CH:22]=[CH:21][C:20]([Se:23][CH3:24])=[CH:19][CH:18]=3)[CH:10]=[N:9]2)=[CH:4][CH:3]=1, predict the reactants needed to synthesize it. (2) Given the product [CH:67]([C:2]1[CH:7]=[CH:6][CH:5]=[C:4]([Br:8])[N:3]=1)=[O:68], predict the reactants needed to synthesize it. The reactants are: Br[C:2]1[CH:7]=[CH:6][CH:5]=[C:4]([Br:8])[N:3]=1.C([Li])CCC.C1(C)C=CC=CC=1.C([Li])CCC.C([Mg]Cl)CCC.C1(C)C=CC=CC=1.C([Li])CCC.C([Mg]Cl)CCC.BrC1C=CC=C(Br)N=1.C1(C)C=CC=CC=1.CN(C)[CH:67]=[O:68].C([O-])(=O)CC(CC(O)=O)(C(O)=O)O.[Na+]. (3) Given the product [CH3:7][N:6]1[C:2]([N:14]2[C:15](=[O:18])[CH2:16][CH2:17][O:11][CH2:12][CH2:13]2)=[C:3]([N+:8]([O-:10])=[O:9])[CH:4]=[N:5]1, predict the reactants needed to synthesize it. The reactants are: Br[C:2]1[N:6]([CH3:7])[N:5]=[CH:4][C:3]=1[N+:8]([O-:10])=[O:9].[O:11]1[CH2:17][CH2:16][C:15](=[O:18])[NH:14][CH2:13][CH2:12]1. (4) Given the product [CH3:17][O:18][C:19]1[CH:24]=[C:23]([N:3]2[C:4]3[C:9](=[CH:8][CH:7]=[CH:6][CH:5]=3)[N:10]=[C:11]([C:12]([O:14][CH2:15][CH3:16])=[O:13])[C:2]2=[O:1])[CH:22]=[CH:21][CH:20]=1, predict the reactants needed to synthesize it. The reactants are: [O:1]=[C:2]1[C:11]([C:12]([O:14][CH2:15][CH3:16])=[O:13])=[N:10][C:9]2[C:4](=[CH:5][CH:6]=[CH:7][CH:8]=2)[NH:3]1.[CH3:17][O:18][C:19]1[CH:20]=[C:21](OB(O)O)[CH:22]=[CH:23][CH:24]=1.N1C=CC=CC=1. (5) Given the product [NH2:1][C:2]1[N:7]=[CH:6][C:5]([C:8]2[CH:9]=[CH:10][C:11]3[N:12]([C:14]([CH:26]=[CH2:27])=[C:15]([NH:17][C:18](=[O:20])[CH3:19])[N:16]=3)[CH:13]=2)=[CH:4][C:3]=1[C:22]([F:25])([F:24])[F:23], predict the reactants needed to synthesize it. The reactants are: [NH2:1][C:2]1[N:7]=[CH:6][C:5]([C:8]2[CH:9]=[CH:10][C:11]3[N:12]([C:14](Br)=[C:15]([NH:17][C:18](=[O:20])[CH3:19])[N:16]=3)[CH:13]=2)=[CH:4][C:3]=1[C:22]([F:25])([F:24])[F:23].[CH:26](B(O)O)=[CH2:27].